From a dataset of Reaction yield outcomes from USPTO patents with 853,638 reactions. Predict the reaction yield, written as a fraction of the theoretical maximum amount of product (1.0 means a 100% yield; for example, 0.34 means a 34% yield). (1) The reactants are Cl.[Cl:2][C:3]1[N:4]=[C:5]([C:10]([NH:12][C@H:13]2[CH2:18][CH2:17][NH:16][CH2:15][C@H:14]2[O:19][CH2:20][CH3:21])=[O:11])[NH:6][C:7]=1[CH2:8][CH3:9].[S:22]1[CH:26]=[C:25]([C:27](O)=[O:28])[N:24]=[CH:23]1. The catalyst is CN(C=O)C. The product is [Cl:2][C:3]1[N:4]=[C:5]([C:10]([NH:12][C@H:13]2[CH2:18][CH2:17][N:16]([C:27]([C:25]3[N:24]=[CH:23][S:22][CH:26]=3)=[O:28])[CH2:15][C@H:14]2[O:19][CH2:20][CH3:21])=[O:11])[NH:6][C:7]=1[CH2:8][CH3:9]. The yield is 0.420. (2) The reactants are II.[Cl:3][C:4]1[CH:5]=[C:6]([CH:10]=[C:11]([O:13]C)[CH:12]=1)[C:7]([OH:9])=[O:8]. The catalyst is C1(C)C=CC=CC=1.[I-].C([N+](CCCC)(CCCC)CCCC)CCC. The product is [Cl:3][C:4]1[CH:5]=[C:6]([CH:10]=[C:11]([OH:13])[CH:12]=1)[C:7]([OH:9])=[O:8]. The yield is 0.830. (3) The reactants are Cl.[NH2:2][C:3]1[C:8]2=[C:9]([C:19]3[CH:20]=[CH:21][C:22]4[C:26]([CH:27]=3)=[N:25][N:24]([CH2:28][C:29]3[CH:34]=[CH:33][CH:32]=[CH:31][CH:30]=3)[CH:23]=4)[CH:10]=[C:11]([C:12]([CH:14]3[CH2:18][CH2:17][NH:16][CH2:15]3)=[O:13])[N:7]2[N:6]=[CH:5][N:4]=1.C([O-])([O-])=O.[Na+].[Na+].[C:41](Cl)(=[O:43])[CH3:42]. The catalyst is CC#N.CO. The product is [NH2:2][C:3]1[C:8]2=[C:9]([C:19]3[CH:20]=[CH:21][C:22]4[C:26]([CH:27]=3)=[N:25][N:24]([CH2:28][C:29]3[CH:30]=[CH:31][CH:32]=[CH:33][CH:34]=3)[CH:23]=4)[CH:10]=[C:11]([C:12]([CH:14]3[CH2:18][CH2:17][N:16]([C:41](=[O:43])[CH3:42])[CH2:15]3)=[O:13])[N:7]2[N:6]=[CH:5][N:4]=1. The yield is 0.480. (4) The reactants are Br[C:2]1[CH:3]=[C:4]2[C:8](=[CH:9][CH:10]=1)[N:7]([CH3:11])[C:6]([CH2:12][O:13][Si:14]([C:17]([CH3:20])([CH3:19])[CH3:18])([CH3:16])[CH3:15])=[CH:5]2.[Li]CCCC.[C:26](=[O:28])=[O:27]. The catalyst is C1COCC1. The product is [Si:14]([O:13][CH2:12][C:6]1[N:7]([CH3:11])[C:8]2[C:4]([CH:5]=1)=[CH:3][C:2]([C:26]([OH:28])=[O:27])=[CH:10][CH:9]=2)([C:17]([CH3:20])([CH3:19])[CH3:18])([CH3:16])[CH3:15]. The yield is 1.00. (5) The reactants are [NH2:1][C:2]1[CH:7]=[CH:6][C:5]([CH:8]([CH2:17][CH:18]2[CH2:22][CH2:21][CH2:20][CH2:19]2)[C:9]([NH:11][C:12]2[S:13][CH:14]=[CH:15][N:16]=2)=[O:10])=[CH:4][CH:3]=1.[CH3:23][N:24]([CH3:29])[S:25](Cl)(=[O:27])=[O:26]. The catalyst is N1C=CC=CC=1. The product is [CH:18]1([CH2:17][CH:8]([C:5]2[CH:4]=[CH:3][C:2]([NH:1][S:25]([N:24]([CH3:29])[CH3:23])(=[O:27])=[O:26])=[CH:7][CH:6]=2)[C:9](=[O:10])[NH:11][C:12]2[S:13][CH:14]=[CH:15][N:16]=2)[CH2:22][CH2:21][CH2:20][CH2:19]1. The yield is 0.213.